From a dataset of Orexin1 receptor HTS with 218,158 compounds and 233 confirmed actives. Binary Classification. Given a drug SMILES string, predict its activity (active/inactive) in a high-throughput screening assay against a specified biological target. (1) The molecule is S1(=O)(=O)N=C(NCCC(OC(C(=O)NCc2ccccc2)C)=O)c2c1cccc2. The result is 0 (inactive). (2) The compound is O1N=C(CC21CC(N(C2)C(=O)c1ccccc1)C(=O)NCC(=O)N)c1cc([N+]([O-])=O)ccc1. The result is 0 (inactive). (3) The drug is o1c2nc3c(cc2cc1C(=O)Nc1cc(OC)c(OC)c(OC)c1)ccc(OC)c3. The result is 0 (inactive). (4) The drug is O=C(Nc1c(cccc1)C#N)CN(Cc1ccccc1)Cc1ccccc1. The result is 0 (inactive). (5) The compound is O=C1NC(CCc2ccccc2)C(=C(N1CC(OCC)=O)C)C(OC)=O. The result is 0 (inactive). (6) The compound is S1(=O)(=O)CC(N(CC(C)C)C(=O)CSc2n(nnn2)C)CC1. The result is 0 (inactive). (7) The molecule is Oc1cc(/C=C(\C(=O)Nc2ccccc2)C#N)ccc1O. The result is 0 (inactive). (8) The drug is S(C(C)C(OCC)=O)c1snnc1C. The result is 0 (inactive). (9) The drug is Fc1ccc(CC(CCC=C)C(OCC(NC(=O)C(CC(=O)N(Cc2ccccc2)CCO)CC=C)Cc2c3c([nH]c2)cccc3)=O)cc1. The result is 0 (inactive).